This data is from Full USPTO retrosynthesis dataset with 1.9M reactions from patents (1976-2016). The task is: Predict the reactants needed to synthesize the given product. (1) Given the product [Cl:10][CH2:11][C:12]([NH:9][CH2:1][CH2:2][C:3]1[CH:8]=[CH:7][CH:6]=[CH:5][CH:4]=1)=[O:13], predict the reactants needed to synthesize it. The reactants are: [CH2:1]([NH2:9])[CH2:2][C:3]1[CH:8]=[CH:7][CH:6]=[CH:5][CH:4]=1.[Cl:10][CH2:11][C:12](Cl)=[O:13]. (2) Given the product [NH2:1][C:4]1[CH:5]=[C:6]([C:10]2[S:14][C:13]([N:15]3[CH2:20][CH2:19][CH:18]([C:21]([O:23][CH2:24][CH3:25])=[O:22])[CH2:17][CH2:16]3)=[N:12][CH:11]=2)[CH:7]=[CH:8][CH:9]=1, predict the reactants needed to synthesize it. The reactants are: [N+:1]([C:4]1[CH:5]=[C:6]([C:10]2[S:14][C:13]([N:15]3[CH2:20][CH2:19][CH:18]([C:21]([O:23][CH2:24][CH3:25])=[O:22])[CH2:17][CH2:16]3)=[N:12][CH:11]=2)[CH:7]=[CH:8][CH:9]=1)([O-])=O. (3) Given the product [Cl:1][C:2]1[C:3]2[N:4]([C:11]([CH3:14])=[CH:12][CH:13]=2)[C:5]([C:8]([NH:17][CH2:18][CH2:19][O:20][CH3:21])=[O:10])=[CH:6][N:7]=1, predict the reactants needed to synthesize it. The reactants are: [Cl:1][C:2]1[C:3]2[N:4]([C:11]([CH3:14])=[CH:12][CH:13]=2)[C:5]([C:8]([OH:10])=O)=[CH:6][N:7]=1.C([N:17]1C[CH2:21][O:20][CH2:19][CH2:18]1)C.COCCN.O.ON1C2C=CC=CC=2N=N1.CN(C)CCCN=C=NCC.